This data is from NCI-60 drug combinations with 297,098 pairs across 59 cell lines. The task is: Regression. Given two drug SMILES strings and cell line genomic features, predict the synergy score measuring deviation from expected non-interaction effect. (1) Drug 1: CC12CCC3C(C1CCC2=O)CC(=C)C4=CC(=O)C=CC34C. Drug 2: CC1=C(C=C(C=C1)NC(=O)C2=CC=C(C=C2)CN3CCN(CC3)C)NC4=NC=CC(=N4)C5=CN=CC=C5. Cell line: HOP-62. Synergy scores: CSS=35.7, Synergy_ZIP=-3.66, Synergy_Bliss=-9.43, Synergy_Loewe=-16.0, Synergy_HSA=-8.41. (2) Drug 1: C1=CN(C(=O)N=C1N)C2C(C(C(O2)CO)O)(F)F. Drug 2: CN1C=C(C=N1)C2=C3N=C(C(=C(N3N=C2)N)Br)C4CCCNC4. Cell line: UACC62. Synergy scores: CSS=73.8, Synergy_ZIP=22.1, Synergy_Bliss=21.7, Synergy_Loewe=18.4, Synergy_HSA=25.0. (3) Drug 1: CN1CCC(CC1)COC2=C(C=C3C(=C2)N=CN=C3NC4=C(C=C(C=C4)Br)F)OC. Drug 2: C1=NC(=NC(=O)N1C2C(C(C(O2)CO)O)O)N. Cell line: UACC62. Synergy scores: CSS=12.7, Synergy_ZIP=-4.34, Synergy_Bliss=-3.19, Synergy_Loewe=-4.35, Synergy_HSA=-1.38. (4) Drug 1: C1=CC=C(C(=C1)C(C2=CC=C(C=C2)Cl)C(Cl)Cl)Cl. Drug 2: CN(CC1=CN=C2C(=N1)C(=NC(=N2)N)N)C3=CC=C(C=C3)C(=O)NC(CCC(=O)O)C(=O)O. Cell line: MDA-MB-231. Synergy scores: CSS=7.75, Synergy_ZIP=-4.81, Synergy_Bliss=-6.40, Synergy_Loewe=-1.59, Synergy_HSA=-3.18. (5) Drug 1: CC1=C2C(C(=O)C3(C(CC4C(C3C(C(C2(C)C)(CC1OC(=O)C(C(C5=CC=CC=C5)NC(=O)OC(C)(C)C)O)O)OC(=O)C6=CC=CC=C6)(CO4)OC(=O)C)OC)C)OC. Drug 2: C1=NC2=C(N1)C(=S)N=C(N2)N. Cell line: NCI-H460. Synergy scores: CSS=78.8, Synergy_ZIP=12.4, Synergy_Bliss=12.3, Synergy_Loewe=10.5, Synergy_HSA=16.8.